From a dataset of Forward reaction prediction with 1.9M reactions from USPTO patents (1976-2016). Predict the product of the given reaction. (1) The product is: [CH3:29][N:8]1[CH:7]([C:16]2[CH:17]=[CH:18][C:19]([C:20]([O:22][CH2:23][CH3:24])=[O:21])=[CH:25][CH:26]=2)[C:6]2[CH:1]=[CH:2][CH:3]=[CH:4][C:5]=2[O:11][C:10]2[CH:12]=[CH:13][CH:14]=[CH:15][C:9]1=2. Given the reactants [CH:1]1[C:6]2[C:7]([C:16]3[CH:26]=[CH:25][C:19]([C:20]([O:22][CH2:23][CH3:24])=[O:21])=[CH:18][CH:17]=3)=[N:8][C:9]3[CH:15]=[CH:14][CH:13]=[CH:12][C:10]=3[O:11][C:5]=2[CH:4]=[CH:3][CH:2]=1.[BH4-].[Na+].[C:29](=O)(O)[O-].[Na+], predict the reaction product. (2) Given the reactants [NH2:1][C:2]1[C:3]([C:7]2[NH:23][C:10]3=[CH:11][C:12]4[C:13]([CH3:22])([CH3:21])[C:14](=[O:20])[N:15]([CH2:18][CH3:19])[C:16]=4[CH:17]=[C:9]3[N:8]=2)=[N:4][NH:5][CH:6]=1.[F:24][C:25]1[CH:33]=[CH:32][CH:31]=[C:30]([F:34])[C:26]=1[C:27](O)=[O:28], predict the reaction product. The product is: [CH2:18]([N:15]1[C:16]2[CH:17]=[C:9]3[N:8]=[C:7]([C:3]4[C:2]([NH:1][C:27](=[O:28])[C:26]5[C:25]([F:24])=[CH:33][CH:32]=[CH:31][C:30]=5[F:34])=[CH:6][NH:5][N:4]=4)[NH:23][C:10]3=[CH:11][C:12]=2[C:13]([CH3:22])([CH3:21])[C:14]1=[O:20])[CH3:19]. (3) Given the reactants [C:1]([OH:8])(=[O:7])/[CH:2]=[CH:3]\[C:4]([OH:6])=O, predict the reaction product. The product is: [C:4]1(=[O:6])[O:8][C:1](=[O:7])[CH:2]=[CH:3]1.[CH2:1]=[CH:2][CH3:3].[CH2:1]=[CH2:2]. (4) Given the reactants COS([O-])(=O)=O.[CH2:7]([N+:9]([CH2:14][CH3:15])([CH2:11][CH2:12][OH:13])[CH3:10])[CH3:8].[Li+].[C:17]([S:21]([N-:24][S:25]([C:28]([F:31])([F:30])[F:29])(=[O:27])=[O:26])(=[O:23])=[O:22])([F:20])([F:19])[F:18], predict the reaction product. The product is: [F:31][C:28]([F:29])([F:30])[S:25]([N-:24][S:21]([C:17]([F:18])([F:19])[F:20])(=[O:22])=[O:23])(=[O:26])=[O:27].[CH2:7]([N+:9]([CH2:14][CH3:15])([CH2:11][CH2:12][OH:13])[CH3:10])[CH3:8]. (5) Given the reactants [OH-].[K+].C([O:5][C:6](=[O:24])[CH2:7][CH2:8][CH2:9][CH2:10][CH2:11][CH2:12][N:13]1[NH:17][C:16]([C:18]2[CH:23]=[CH:22][CH:21]=[CH:20][CH:19]=2)=[N:15][CH2:14]1)C, predict the reaction product. The product is: [C:18]1([C:16]2[NH:17][N:13]([CH2:12][CH2:11][CH2:10][CH2:9][CH2:8][CH2:7][C:6]([OH:24])=[O:5])[CH2:14][N:15]=2)[CH:19]=[CH:20][CH:21]=[CH:22][CH:23]=1. (6) Given the reactants C([O:4][CH2:5][C:6]1[C:15]([CH3:16])=[C:14]([O:17][CH2:18][C:19]2[CH:24]=[CH:23][CH:22]=[CH:21][CH:20]=2)[C:13]2[C:8](=[CH:9][CH:10]=[C:11]([CH3:25])[CH:12]=2)[N:7]=1)(=O)C.[OH-].[Na+], predict the reaction product. The product is: [CH2:18]([O:17][C:14]1[C:13]2[C:8](=[CH:9][CH:10]=[C:11]([CH3:25])[CH:12]=2)[N:7]=[C:6]([CH2:5][OH:4])[C:15]=1[CH3:16])[C:19]1[CH:20]=[CH:21][CH:22]=[CH:23][CH:24]=1. (7) Given the reactants [N+:1]([C:4]1[CH:5]=[CH:6][C:7]2[C:11]3[CH:12]=[CH:13][CH:14]=[CH:15][C:10]=3[S:9](=[O:17])(=[O:16])[C:8]=2[CH:18]=1)([O-])=O.C(O)CC.Cl.[Sn], predict the reaction product. The product is: [NH2:1][C:4]1[CH:5]=[CH:6][C:7]2[C:11]3[CH:12]=[CH:13][CH:14]=[CH:15][C:10]=3[S:9](=[O:17])(=[O:16])[C:8]=2[CH:18]=1. (8) Given the reactants O[CH2:2][C:3]1[C:8]([OH:9])=[C:7](CO)[CH:6]=[C:5]([CH3:12])[CH:4]=1.O=S(Cl)[Cl:15].[CH2:17]([Cl:19])Cl, predict the reaction product. The product is: [Cl:15][CH2:2][C:3]1[C:8]([OH:9])=[C:7]([CH2:17][Cl:19])[CH:6]=[C:5]([CH3:12])[CH:4]=1. (9) Given the reactants [OH:1][CH:2]([C:4]1[C:9]2[C:10]([CH3:18])=[C:11]([C:13]([O:15][CH2:16][CH3:17])=[O:14])[O:12][C:8]=2[CH:7]=[CH:6][CH:5]=1)[CH3:3].I[CH3:20], predict the reaction product. The product is: [CH3:20][O:1][CH:2]([C:4]1[C:9]2[C:10]([CH3:18])=[C:11]([C:13]([O:15][CH2:16][CH3:17])=[O:14])[O:12][C:8]=2[CH:7]=[CH:6][CH:5]=1)[CH3:3]. (10) Given the reactants [NH2:1][C:2]1[CH:7]=[CH:6][C:5]([C:8]([N:10]2[CH2:15][CH2:14][N:13]([CH2:16][C:17]3[CH:22]=[CH:21][C:20]([C:23]([OH:32])([C:28]([F:31])([F:30])[F:29])[C:24]([F:27])([F:26])[F:25])=[CH:19][CH:18]=3)[CH2:12][CH2:11]2)=[O:9])=[CH:4][C:3]=1[F:33].[C:34](Cl)(=O)[O:35]C1C=CC([N+]([O-])=O)=CC=1.[C:47]([C:51]1[O:55][N:54]=[C:53]([NH2:56])[CH:52]=1)([CH3:50])([CH3:49])[CH3:48], predict the reaction product. The product is: [C:47]([C:51]1[O:55][N:54]=[C:53]([NH:56][C:34]([NH:1][C:2]2[CH:7]=[CH:6][C:5]([C:8]([N:10]3[CH2:11][CH2:12][N:13]([CH2:16][C:17]4[CH:22]=[CH:21][C:20]([C:23]([OH:32])([C:24]([F:25])([F:26])[F:27])[C:28]([F:30])([F:31])[F:29])=[CH:19][CH:18]=4)[CH2:14][CH2:15]3)=[O:9])=[CH:4][C:3]=2[F:33])=[O:35])[CH:52]=1)([CH3:50])([CH3:49])[CH3:48].